This data is from Peptide-MHC class I binding affinity with 185,985 pairs from IEDB/IMGT. The task is: Regression. Given a peptide amino acid sequence and an MHC pseudo amino acid sequence, predict their binding affinity value. This is MHC class I binding data. (1) The peptide sequence is AVLADFSLV. The MHC is HLA-A02:01 with pseudo-sequence HLA-A02:01. The binding affinity (normalized) is 0.547. (2) The peptide sequence is ILKRWGQLK. The MHC is HLA-A30:01 with pseudo-sequence HLA-A30:01. The binding affinity (normalized) is 0.467. (3) The peptide sequence is GASGNIVSSV. The MHC is HLA-B58:01 with pseudo-sequence HLA-B58:01. The binding affinity (normalized) is 0.0736. (4) The peptide sequence is STFSIGGVI. The MHC is HLA-A02:01 with pseudo-sequence HLA-A02:01. The binding affinity (normalized) is 0.0697. (5) The peptide sequence is VTDKEKPVNI. The MHC is HLA-A01:01 with pseudo-sequence HLA-A01:01. The binding affinity (normalized) is 0.108. (6) The binding affinity (normalized) is 0.128. The peptide sequence is VALNVTESF. The MHC is Mamu-A2601 with pseudo-sequence Mamu-A2601.